Dataset: Reaction yield outcomes from USPTO patents with 853,638 reactions. Task: Predict the reaction yield, written as a fraction of the theoretical maximum amount of product (1.0 means a 100% yield; for example, 0.34 means a 34% yield). (1) The reactants are Br[C:2]1[CH:3]=[C:4]([C:8]2[N:17]=[C:16]([C:18]([O:20][CH2:21][CH3:22])=[O:19])[C:15]3[C:10](=[CH:11][C:12]([F:23])=[CH:13][CH:14]=3)[N:9]=2)[CH:5]=[CH:6][CH:7]=1.[CH3:24][C:25]1[O:29][C:28]([C@@:30]([OH:34])([C:32]#[CH:33])[CH3:31])=[N:27][CH:26]=1. No catalyst specified. The product is [F:23][C:12]1[CH:11]=[C:10]2[C:15]([C:16]([C:18]([O:20][CH2:21][CH3:22])=[O:19])=[N:17][C:8]([C:4]3[CH:5]=[CH:6][CH:7]=[C:2]([C:33]#[C:32][C@:30]([OH:34])([C:28]4[O:29][C:25]([CH3:24])=[CH:26][N:27]=4)[CH3:31])[CH:3]=3)=[N:9]2)=[CH:14][CH:13]=1. The yield is 0.840. (2) The reactants are Cl.Br[C:3]1[CH:8]=[CH:7][N:6]=[CH:5][CH:4]=1.C([O-])([O-])=O.[Na+].[Na+].C([Mg]Cl)(C)C.CON(C)[C:23](=[O:33])[CH2:24][NH:25][C:26](=[O:32])[O:27][C:28]([CH3:31])([CH3:30])[CH3:29]. The catalyst is C1COCC1.O.[Cl-].[Na+].O. The product is [O:33]=[C:23]([C:3]1[CH:8]=[CH:7][N:6]=[CH:5][CH:4]=1)[CH2:24][NH:25][C:26](=[O:32])[O:27][C:28]([CH3:30])([CH3:29])[CH3:31]. The yield is 0.520. (3) The reactants are [C:1]1([C:7]2[S:11][C:10]([C:12]3[CH:18]=[CH:17][CH:16]=[CH:15][C:13]=3[NH2:14])=[N:9][N:8]=2)[CH:6]=[CH:5][CH:4]=[CH:3][CH:2]=1.C(N(CC)CC)C.[Cl:26][C:27]1[CH:32]=[C:31]([C:33]2[CH:38]=[CH:37][CH:36]=[CH:35][CH:34]=2)[N:30]=[C:29]([C:39](Cl)=[O:40])[CH:28]=1.CO. The catalyst is C(Cl)Cl. The product is [Cl:26][C:27]1[CH:32]=[C:31]([C:33]2[CH:38]=[CH:37][CH:36]=[CH:35][CH:34]=2)[N:30]=[C:29]([C:39]([NH:14][C:13]2[CH:15]=[CH:16][CH:17]=[CH:18][C:12]=2[C:10]2[S:11][C:7]([C:1]3[CH:2]=[CH:3][CH:4]=[CH:5][CH:6]=3)=[N:8][N:9]=2)=[O:40])[CH:28]=1. The yield is 0.800. (4) The reactants are [Br:1][CH2:2][CH:3]([OH:12])[CH2:4][O:5][C:6]1[CH:11]=[CH:10][CH:9]=[CH:8][CH:7]=1.[NH2:13][C:14]1[N:18]([CH2:19][C:20]2[CH:25]=[CH:24][CH:23]=[CH:22][CH:21]=2)[C:17]2[CH:26]=[CH:27][CH:28]=[CH:29][C:16]=2[N:15]=1. The catalyst is C1(C)C=CC=CC=1. The product is [BrH:1].[CH2:19]([N:18]1[C:17]2[CH:26]=[CH:27][CH:28]=[CH:29][C:16]=2[N:15]([CH2:2][CH:3]([OH:12])[CH2:4][O:5][C:6]2[CH:11]=[CH:10][CH:9]=[CH:8][CH:7]=2)[C:14]1=[NH:13])[C:20]1[CH:21]=[CH:22][CH:23]=[CH:24][CH:25]=1. The yield is 0.230. (5) The product is [N:14]1([C:13]2[C:8]3[CH:7]=[CH:6][N:5]([CH2:4][CH:3]=[O:2])[C:9]=3[N:10]=[C:11]([C:20]3[CH:25]=[CH:24][C:23]([NH:26][C:27]([NH:29][C:30]4[CH:31]=[CH:32][N:33]=[CH:34][CH:35]=4)=[O:28])=[CH:22][CH:21]=3)[N:12]=2)[CH2:15][CH2:16][O:17][CH2:18][CH2:19]1. The catalyst is O1CCOCC1. The yield is 0.850. The reactants are C[O:2][CH:3](OC)[CH2:4][N:5]1[C:9]2[N:10]=[C:11]([C:20]3[CH:25]=[CH:24][C:23]([NH:26][C:27]([NH:29][C:30]4[CH:35]=[CH:34][N:33]=[CH:32][CH:31]=4)=[O:28])=[CH:22][CH:21]=3)[N:12]=[C:13]([N:14]3[CH2:19][CH2:18][O:17][CH2:16][CH2:15]3)[C:8]=2[CH:7]=[CH:6]1.Cl. (6) The reactants are [H-].[Na+].[C:3]([O:7][C:8]([N:10]([C:28]([O:30][C:31]([CH3:34])([CH3:33])[CH3:32])=[O:29])[CH:11]1[CH:16]([OH:17])[CH2:15][CH2:14][N:13]([C:18]([O:20][CH2:21][C:22]2[CH:27]=[CH:26][CH:25]=[CH:24][CH:23]=2)=[O:19])[CH2:12]1)=[O:9])([CH3:6])([CH3:5])[CH3:4].[CH3:35]I. The catalyst is C1COCC1. The product is [C:31]([O:30][C:28]([N:10]([C:8]([O:7][C:3]([CH3:6])([CH3:5])[CH3:4])=[O:9])[C@H:11]1[C@H:16]([O:17][CH3:35])[CH2:15][CH2:14][N:13]([C:18]([O:20][CH2:21][C:22]2[CH:23]=[CH:24][CH:25]=[CH:26][CH:27]=2)=[O:19])[CH2:12]1)=[O:29])([CH3:34])([CH3:33])[CH3:32]. The yield is 0.710. (7) The reactants are [CH3:1][O:2][C:3]1[C:8]([N+:9]([O-])=O)=[CH:7][CH:6]=[CH:5][C:4]=1[C:12]1[O:16][C:15]([CH3:17])=[C:14]([C:18]([OH:20])=[O:19])[CH:13]=1. The catalyst is CO.[Pd]. The product is [CH3:1][O:2][C:3]1[C:8]([NH2:9])=[CH:7][CH:6]=[CH:5][C:4]=1[C:12]1[O:16][C:15]([CH3:17])=[C:14]([C:18]([OH:20])=[O:19])[CH:13]=1. The yield is 0.920.